From a dataset of Full USPTO retrosynthesis dataset with 1.9M reactions from patents (1976-2016). Predict the reactants needed to synthesize the given product. (1) Given the product [C:25]([C:24]1[CH:23]=[CH:22][C:21]([C:11]2[C:12]3[C:17](=[CH:16][C:15]([N+:18]([O-:20])=[O:19])=[CH:14][CH:13]=3)[N:9]([NH:8][C:5](=[O:7])[CH3:6])[CH:10]=2)=[CH:28][CH:27]=1)#[N:26], predict the reactants needed to synthesize it. The reactants are: C(O[C:5](=[O:7])[CH3:6])(=O)C.[NH2:8][N:9]1[C:17]2[C:12](=[CH:13][CH:14]=[C:15]([N+:18]([O-:20])=[O:19])[CH:16]=2)[C:11]([C:21]2[CH:28]=[CH:27][C:24]([C:25]#[N:26])=[CH:23][CH:22]=2)=[CH:10]1.C(N(C(C)C)CC)(C)C. (2) Given the product [CH3:1][N:2]([CH:12]1[CH2:17][CH2:16][O:15][CH2:14][CH2:13]1)[C:3]1[CH:8]=[CH:7][C:6]([NH2:9])=[CH:5][N:4]=1, predict the reactants needed to synthesize it. The reactants are: [CH3:1][N:2]([CH:12]1[CH2:17][CH2:16][O:15][CH2:14][CH2:13]1)[C:3]1[CH:8]=[CH:7][C:6]([N+:9]([O-])=O)=[CH:5][N:4]=1. (3) Given the product [C:22]1([C:28]2[O:29][C:30]([C:36]([F:38])([F:39])[F:37])=[C:31]([C:33]([NH:1][C:2]3[CH:3]=[CH:4][C:5]([N:8]4[CH2:13][CH:12]5[CH2:14][CH:9]4[CH2:10][N:11]5[C:15]([O:17][C:18]([CH3:21])([CH3:20])[CH3:19])=[O:16])=[N:6][CH:7]=3)=[O:34])[N:32]=2)[CH:23]=[CH:24][CH:25]=[CH:26][CH:27]=1, predict the reactants needed to synthesize it. The reactants are: [NH2:1][C:2]1[CH:3]=[CH:4][C:5]([N:8]2[CH2:13][CH:12]3[CH2:14][CH:9]2[CH2:10][N:11]3[C:15]([O:17][C:18]([CH3:21])([CH3:20])[CH3:19])=[O:16])=[N:6][CH:7]=1.[C:22]1([C:28]2[O:29][C:30]([C:36]([F:39])([F:38])[F:37])=[C:31]([C:33](O)=[O:34])[N:32]=2)[CH:27]=[CH:26][CH:25]=[CH:24][CH:23]=1. (4) Given the product [F:14][C:2]1([F:1])[CH2:4][CH:3]1[CH2:5][O:6][C:7]1[C:12]([NH:13][C:26]2[C:21]3[C:20]([CH3:29])=[C:19]([C:17]([O:16][CH3:15])=[O:18])[S:28][C:22]=3[N:23]=[CH:24][N:25]=2)=[CH:11][CH:10]=[CH:9][N:8]=1, predict the reactants needed to synthesize it. The reactants are: [F:1][C:2]1([F:14])[CH2:4][CH:3]1[CH2:5][O:6][C:7]1[C:12]([NH2:13])=[CH:11][CH:10]=[CH:9][N:8]=1.[CH3:15][O:16][C:17]([C:19]1[S:28][C:22]2[N:23]=[C:24](Cl)[N:25]=[CH:26][C:21]=2[C:20]=1[CH3:29])=[O:18]. (5) Given the product [CH2:1]([S:4][C@:5]1([C:28]2[CH:29]=[CH:30][C:31]([C:34]3[CH:39]=[CH:38][CH:37]=[CH:36][CH:35]=3)=[CH:32][CH:33]=2)[CH2:9][N:8]([C:10](=[O:24])[C@@H:11]([NH:16][C:17](=[O:18])[O:19][C:20]([CH3:22])([CH3:21])[CH3:23])[C:12]([CH3:15])([CH3:14])[CH3:13])[C@H:7]([C:25](=[O:27])[NH:40][C@:41]2([C:47](=[O:48])[NH:49][S:50]([C:53]3([CH2:56][CH2:57][CH2:58][CH2:59][CH2:60][CH:61]=[CH2:62])[CH2:54][CH2:55]3)(=[O:52])=[O:51])[CH2:43][C@H:42]2[CH:44]([F:46])[F:45])[CH2:6]1)[CH:2]=[CH2:3], predict the reactants needed to synthesize it. The reactants are: [CH2:1]([S:4][C@:5]1([C:28]2[CH:33]=[CH:32][C:31]([C:34]3[CH:39]=[CH:38][CH:37]=[CH:36][CH:35]=3)=[CH:30][CH:29]=2)[CH2:9][N:8]([C:10](=[O:24])[C@@H:11]([NH:16][C:17]([O:19][C:20]([CH3:23])([CH3:22])[CH3:21])=[O:18])[C:12]([CH3:15])([CH3:14])[CH3:13])[C@H:7]([C:25]([OH:27])=O)[CH2:6]1)[CH:2]=[CH2:3].[NH2:40][C@:41]1([C:47]([NH:49][S:50]([C:53]2([CH2:56][CH2:57][CH2:58][CH2:59][CH2:60][CH:61]=[CH2:62])[CH2:55][CH2:54]2)(=[O:52])=[O:51])=[O:48])[CH2:43][C@H:42]1[CH:44]([F:46])[F:45].CN(C(ON1N=NC2C=CC=NC1=2)=[N+](C)C)C.F[P-](F)(F)(F)(F)F.C(N(CC)C(C)C)(C)C. (6) Given the product [Cl:1][C:2]1[C:3]([Cl:11])=[N:4][CH:5]=[C:6]([CH:10]=1)[C:7]([N:14]([CH3:15])[CH3:12])=[O:8], predict the reactants needed to synthesize it. The reactants are: [Cl:1][C:2]1[C:3]([Cl:11])=[N:4][CH:5]=[C:6]([CH:10]=1)[C:7](O)=[O:8].[C:12](N1C=CN=C1)([N:14]1C=CN=[CH:15]1)=O.CNC.O1CCCC1.C(=O)([O-])O.[Na+].